Predict which catalyst facilitates the given reaction. From a dataset of Catalyst prediction with 721,799 reactions and 888 catalyst types from USPTO. (1) Reactant: [F:1][C:2]([F:15])([F:14])[S:3]([O:6]S(C(F)(F)F)(=O)=O)(=[O:5])=[O:4].O=[C:17]1[CH:22]=[C:21]([C:23]([O:25][CH3:26])=[O:24])[CH:20]=[C:19]([C:27]2[CH:32]=[CH:31][CH:30]=[CH:29][CH:28]=2)[NH:18]1. Product: [C:27]1([C:19]2[CH:20]=[C:21]([C:23]([O:25][CH3:26])=[O:24])[CH:22]=[C:17]([O:6][S:3]([C:2]([F:15])([F:14])[F:1])(=[O:5])=[O:4])[N:18]=2)[CH:28]=[CH:29][CH:30]=[CH:31][CH:32]=1. The catalyst class is: 17. (2) Reactant: [Cl:1][C:2]1[N:7]=[C:6]([NH:8][CH:9]2[CH2:14][CH2:13][CH2:12][CH:11]([NH2:15])[CH2:10]2)[CH:5]=[C:4]([I:16])[CH:3]=1.C(N(CC)CC)C.[CH:24]1([S:27](Cl)(=[O:29])=[O:28])[CH2:26][CH2:25]1. Product: [Cl:1][C:2]1[N:7]=[C:6]([NH:8][CH:9]2[CH2:14][CH2:13][CH2:12][CH:11]([NH:15][S:27]([CH:24]3[CH2:26][CH2:25]3)(=[O:29])=[O:28])[CH2:10]2)[CH:5]=[C:4]([I:16])[CH:3]=1. The catalyst class is: 3. (3) Reactant: [CH3:1][O:2][C:3](=[O:17])[CH:4]([NH2:16])[CH2:5][C:6]1[C:14]2[C:9](=[N:10][CH:11]=[CH:12][C:13]=2[Cl:15])[NH:8][CH:7]=1.[CH2:18]=O. Product: [CH3:1][O:2][C:3]([CH:4]1[NH:16][CH2:18][C:7]2[NH:8][C:9]3[N:10]=[CH:11][CH:12]=[C:13]([Cl:15])[C:14]=3[C:6]=2[CH2:5]1)=[O:17]. The catalyst class is: 17. (4) Reactant: [CH3:1][O:2][C:3](=[O:27])[C:4]1[CH:9]=[CH:8][C:7]([NH:10][CH2:11][CH:12]2[CH2:17][CH2:16][CH2:15][CH2:14][CH2:13]2)=[C:6]([NH:18][C:19](=O)[CH2:20][C:21]2[S:22][CH:23]=[CH:24][CH:25]=2)[CH:5]=1.Cl. Product: [CH3:1][O:2][C:3]([C:4]1[CH:9]=[CH:8][C:7]2[N:10]([CH2:11][CH:12]3[CH2:17][CH2:16][CH2:15][CH2:14][CH2:13]3)[C:19]([CH2:20][C:21]3[S:22][CH:23]=[CH:24][CH:25]=3)=[N:18][C:6]=2[CH:5]=1)=[O:27]. The catalyst class is: 12. (5) Reactant: Br[C:2]1[N:7]=[CH:6][C:5]([CH2:8][N:9]2[CH2:14][CH2:13][CH2:12][O:11][C:10]2=[O:15])=[CH:4][CH:3]=1.[Cl:16][C:17]1[CH:22]=[CH:21][N:20]=[C:19]2[CH:23]=[C:24]([Sn](CCCC)(CCCC)CCCC)[S:25][C:18]=12. Product: [Cl:16][C:17]1[CH:22]=[CH:21][N:20]=[C:19]2[CH:23]=[C:24]([C:2]3[N:7]=[CH:6][C:5]([CH2:8][N:9]4[CH2:14][CH2:13][CH2:12][O:11][C:10]4=[O:15])=[CH:4][CH:3]=3)[S:25][C:18]=12. The catalyst class is: 109. (6) Product: [N:1]1[C:2]2[C:7](=[CH:6][CH:5]=[CH:4][CH:3]=2)[C:8](=[O:10])[NH:29][CH:28]=1. Reactant: [NH2:1][C:2]1[C:7]([C:8]([O:10]CC)=O)=[CH:6][C:5](OC)=[C:4](OCC2CCN(C)CC2)[CH:3]=1.C(O)(=O)C.[CH:28](N)=[NH:29]. The catalyst class is: 141. (7) Reactant: C([N-]C(C)C)(C)C.[Li+].C(NC(C)C)(C)C.C([Li])CCC.[F:21][C:22]1[CH:28]=[C:27]([F:29])[CH:26]=[CH:25][C:23]=1[NH2:24].F[C:31]1[CH:39]=[C:38]([F:40])[C:37]([F:41])=[CH:36][C:32]=1[C:33]([OH:35])=[O:34].Cl.O1CCOCC1. Product: [F:21][C:22]1[CH:28]=[C:27]([F:29])[CH:26]=[CH:25][C:23]=1[NH:24][C:31]1[CH:39]=[C:38]([F:40])[C:37]([F:41])=[CH:36][C:32]=1[C:33]([OH:35])=[O:34]. The catalyst class is: 7.